Dataset: Reaction yield outcomes from USPTO patents with 853,638 reactions. Task: Predict the reaction yield, written as a fraction of the theoretical maximum amount of product (1.0 means a 100% yield; for example, 0.34 means a 34% yield). The reactants are [O:1]1[CH2:6][CH2:5][N:4]([S:7]([C:10]2[CH:15]=[CH:14][C:13](B(O)O)=[CH:12][CH:11]=2)(=[O:9])=[O:8])[CH2:3][CH2:2]1.[NH2:19][C:20]1[C:29](Br)=[N:28][C:27]([Br:31])=[CH:26][C:21]=1[C:22]([O:24][CH3:25])=[O:23].C(=O)([O-])[O-].[Na+].[Na+]. No catalyst specified. The product is [NH2:19][C:20]1[C:29]([C:13]2[CH:14]=[CH:15][C:10]([S:7]([N:4]3[CH2:5][CH2:6][O:1][CH2:2][CH2:3]3)(=[O:9])=[O:8])=[CH:11][CH:12]=2)=[N:28][C:27]([Br:31])=[CH:26][C:21]=1[C:22]([O:24][CH3:25])=[O:23]. The yield is 0.760.